This data is from Reaction yield outcomes from USPTO patents with 853,638 reactions. The task is: Predict the reaction yield, written as a fraction of the theoretical maximum amount of product (1.0 means a 100% yield; for example, 0.34 means a 34% yield). (1) The reactants are [CH3:1][C:2]([S@@:5]([NH2:7])=[O:6])([CH3:4])[CH3:3].[CH:8](=O)[CH2:9][CH2:10][CH3:11].O. The catalyst is ClCCl.CC(C)[O-].[Ti+4].CC(C)[O-].CC(C)[O-].CC(C)[O-]. The product is [CH:8](=[N:7][S@:5]([C:2]([CH3:4])([CH3:3])[CH3:1])=[O:6])[CH2:9][CH2:10][CH3:11]. The yield is 0.770. (2) The reactants are [CH3:1][O:2][C:3]([C:5]1[N:6]=[N:7][N:8]([CH2:10][CH2:11][NH:12][C:13]([O:15]C(C)(C)C)=O)[CH:9]=1)=[O:4].FC(F)(F)C(O)=O.[CH3:27][O:28][C:29]1[CH:37]=[C:36]([C:38]([F:41])([F:40])[F:39])[CH:35]=[CH:34][C:30]=1C(O)=O.C(N(CC)C(C)C)(C)C.CN(C(ON1N=NC2C=CC=NC1=2)=[N+](C)C)C.F[P-](F)(F)(F)(F)F. The catalyst is ClCCl. The product is [CH3:1][O:2][C:3]([C:5]1[N:6]=[N:7][N:8]([CH2:10][CH2:11][NH:12][C:13](=[O:15])[C:30]2[CH:34]=[CH:35][C:36]([C:38]([F:41])([F:40])[F:39])=[CH:37][C:29]=2[O:28][CH3:27])[CH:9]=1)=[O:4]. The yield is 0.840. (3) The reactants are Br[C:2]1[CH:18]=[CH:17][C:5]([O:6][Si:7]([CH:14]([CH3:16])[CH3:15])([CH:11]([CH3:13])[CH3:12])[CH:8]([CH3:10])[CH3:9])=[CH:4][C:3]=1[C:19]([CH3:22])([CH3:21])[CH3:20].C([Li])(C)(C)C.CCCCC.Cl[C:34]([O:36][CH2:37][CH3:38])=[O:35]. The catalyst is CCOCC. The product is [C:19]([C:3]1[CH:4]=[C:5]([O:6][Si:7]([CH:14]([CH3:16])[CH3:15])([CH:11]([CH3:12])[CH3:13])[CH:8]([CH3:9])[CH3:10])[CH:17]=[CH:18][C:2]=1[C:34]([O:36][CH2:37][CH3:38])=[O:35])([CH3:22])([CH3:20])[CH3:21]. The yield is 0.880. (4) The reactants are Cl[C:2]1[C:11]2[C:6](=[CH:7][C:8]([O:14][CH3:15])=[C:9]([O:12][CH3:13])[CH:10]=2)[N:5]=[CH:4][N:3]=1.[CH:16]([NH:19][CH:20]([CH3:22])[CH3:21])([CH3:18])C. The catalyst is CN(C)C(=O)C. The product is [CH3:13][O:12][C:9]1[CH:10]=[C:11]2[C:18](=[CH:7][C:8]=1[O:14][CH3:15])[CH2:16][N:19]([C:2]1[C:11]3[C:6](=[CH:7][C:8]([O:14][CH3:15])=[C:9]([O:12][CH3:13])[CH:10]=3)[N:5]=[CH:4][N:3]=1)[CH:20]([CH3:21])[CH2:22]2. The yield is 0.350. (5) The reactants are Cl.[NH2:2][CH2:3][C:4]1[CH:12]=[CH:11][CH:10]=[C:9]2[C:5]=1[CH2:6][N:7]([CH:14]1[CH2:19][CH2:18][C:17](=[O:20])[NH:16][C:15]1=[O:21])[C:8]2=[O:13].[C:22](Cl)(=[O:31])[C:23]1[CH:28]=[CH:27][CH:26]=[C:25]([O:29][CH3:30])[CH:24]=1.C(N(CC)CC)C. The catalyst is C1COCC1. The product is [O:21]=[C:15]1[CH:14]([N:7]2[CH2:6][C:5]3[C:9](=[CH:10][CH:11]=[CH:12][C:4]=3[CH2:3][NH:2][C:22](=[O:31])[C:23]3[CH:28]=[CH:27][CH:26]=[C:25]([O:29][CH3:30])[CH:24]=3)[C:8]2=[O:13])[CH2:19][CH2:18][C:17](=[O:20])[NH:16]1. The yield is 0.930. (6) The reactants are [CH3:1][O:2][C:3]1[CH:4]=[C:5]2[C:10](=[CH:11][C:12]=1[O:13][CH3:14])[N:9]=[CH:8][CH:7]=[C:6]2[O:15][C:16]1[CH:22]=[CH:21][C:19]([NH2:20])=[CH:18][CH:17]=1.Cl[C:24](Cl)([O:26][C:27](=[O:33])OC(Cl)(Cl)Cl)Cl.[CH3:35][N:36]1[CH2:41]C[CH2:39][CH:38](O)[CH2:37]1.C(=O)(O)[O-].[Na+]. The catalyst is C(Cl)Cl.C(N(CC)CC)C.C1(C)C=CC=CC=1. The product is [CH3:1][O:2][C:3]1[CH:4]=[C:5]2[C:10](=[CH:11][C:12]=1[O:13][CH3:14])[N:9]=[CH:8][CH:7]=[C:6]2[O:15][C:16]1[CH:22]=[CH:21][C:19]([NH:20][C:27](=[O:33])[O:26][CH:24]2[CH2:39][CH2:38][CH2:37][N:36]([CH3:41])[CH2:35]2)=[CH:18][CH:17]=1. The yield is 0.270. (7) The reactants are [C:1]([O:5][C:6]([N:8]1[CH2:14][CH2:13][C:12]2[C:15]([NH:20][CH2:21][C:22]3[CH:27]=[CH:26][C:25]([S:28]C(=O)N(C)C)=[CH:24][CH:23]=3)=[C:16]([Cl:19])[CH:17]=[CH:18][C:11]=2[CH2:10][CH2:9]1)=[O:7])([CH3:4])([CH3:3])[CH3:2].[OH-].[K+].Br[CH2:37][C:38](=[O:43])[C:39]([CH3:42])([CH3:41])[CH3:40]. The catalyst is CO.CCOC(C)=O. The product is [C:1]([O:5][C:6]([N:8]1[CH2:14][CH2:13][C:12]2[C:15]([NH:20][CH2:21][C:22]3[CH:27]=[CH:26][C:25]([S:28][CH2:37][C:38](=[O:43])[C:39]([CH3:42])([CH3:41])[CH3:40])=[CH:24][CH:23]=3)=[C:16]([Cl:19])[CH:17]=[CH:18][C:11]=2[CH2:10][CH2:9]1)=[O:7])([CH3:4])([CH3:2])[CH3:3]. The yield is 0.300. (8) The reactants are BrC1C=C2C(=CC=1)[N:8]=[C:7]([C:12]1[N:13]=[C:14]([C@@H:17]3[CH2:22][C@@H:21]4[C@@H:19]([CH2:20]4)[N:18]3[C:23]([O:25][C:26]([CH3:29])([CH3:28])[CH3:27])=[O:24])[NH:15][CH:16]=1)[CH:6]=[N:5]2.C([O-])([O-])=O.[K+].[K+].C1(P(C2CCCCC2)[C:43]2[CH:48]=[CH:47][CH:46]=[CH:45][C:44]=2[C:49]2[C:54](OC)=[CH:53][CH:52]=[CH:51][C:50]=2OC)CCCCC1.CC1(C)C(C)(C)OB(C2C=CC3[N:80]=[C:79]([C@@H:81]4[CH2:86][C@@H:85]5[C@@H:83]([CH2:84]5)[N:82]4[C:87]([O:89][C:90]([CH3:93])([CH3:92])[CH3:91])=[O:88])[NH:78]C=3C=2)O1. The catalyst is C1COCC1.O.CO.CC([O-])=O.CC([O-])=O.[Pd+2]. The product is [C:90]([O:89][C:87]([N:82]1[C@H:81]([C:79]2[NH:78][C:53]3[CH:54]=[C:49]([C:44]4[CH:43]=[C:48]5[C:47](=[CH:46][CH:45]=4)[N:8]=[C:7]([C:12]4[NH:13][C:14]([C@@H:17]6[CH2:22][C@@H:21]7[C@@H:19]([CH2:20]7)[N:18]6[C:23]([O:25][C:26]([CH3:29])([CH3:28])[CH3:27])=[O:24])=[N:15][CH:16]=4)[CH:6]=[N:5]5)[CH:50]=[CH:51][C:52]=3[N:80]=2)[CH2:86][C@@H:85]2[C@H:83]1[CH2:84]2)=[O:88])([CH3:93])([CH3:92])[CH3:91]. The yield is 0.330.